Dataset: Full USPTO retrosynthesis dataset with 1.9M reactions from patents (1976-2016). Task: Predict the reactants needed to synthesize the given product. (1) Given the product [F:1][CH:2]([F:17])[C:3]1[CH:8]=[CH:7][N:6]=[C:5]([NH2:9])[CH:4]=1, predict the reactants needed to synthesize it. The reactants are: [F:1][CH:2]([F:17])[C:3]1[CH:8]=[CH:7][N:6]=[C:5]([NH:9]C(=O)OC(C)(C)C)[CH:4]=1.FC(F)(F)C(O)=O. (2) The reactants are: [C:1]([O:5][C:6]([NH:8][C:9]1([C:13]([OH:15])=O)[CH2:12][CH2:11][CH2:10]1)=[O:7])([CH3:4])([CH3:3])[CH3:2].CN[O:18][CH3:19].Cl.CCN(C(C)C)C(C)C.CN(C([O:37]N1N=NC2C=CC=NC1=2)=[N+](C)C)C.F[P-](F)(F)(F)(F)F. Given the product [C:1]([O:5][C:6]([NH:8][C:9]1([CH:13]([OH:15])[C:19]([OH:18])=[O:37])[CH2:10][CH2:11][CH2:12]1)=[O:7])([CH3:2])([CH3:3])[CH3:4], predict the reactants needed to synthesize it. (3) The reactants are: [CH2:1]([O:3][C:4]1[C:8]([CH2:9][CH2:10][CH2:11][OH:12])=[CH:7][N:6]([C:13]2[CH:18]=[CH:17][C:16]([C:19]([F:22])([F:21])[F:20])=[CH:15][N:14]=2)[N:5]=1)[CH3:2].O[C:24]1[CH:29]=[C:28]([O:30][CH3:31])[CH:27]=[CH:26][C:25]=1[CH2:32][C:33]([O:35]C)=[O:34].C(P(CCCC)CCCC)CCC.N(C(N1CCCCC1)=O)=NC(N1CCCCC1)=O. Given the product [CH2:1]([O:3][C:4]1[C:8]([CH2:9][CH2:10][CH2:11][O:12][C:26]2[CH:27]=[C:28]([O:30][CH3:31])[CH:29]=[CH:24][C:25]=2[CH2:32][C:33]([OH:35])=[O:34])=[CH:7][N:6]([C:13]2[CH:18]=[CH:17][C:16]([C:19]([F:21])([F:20])[F:22])=[CH:15][N:14]=2)[N:5]=1)[CH3:2], predict the reactants needed to synthesize it.